Dataset: Catalyst prediction with 721,799 reactions and 888 catalyst types from USPTO. Task: Predict which catalyst facilitates the given reaction. Reactant: C[O:2][C:3]1[C:4](=O)[CH:5]([C:11](=O)[C:12]([O:14][CH2:15][CH3:16])=[O:13])[C:6]([CH3:10])([CH3:9])[CH2:7][CH:8]=1.[CH3:19][NH:20][NH2:21]. Product: [CH3:19][N:20]1[C:4]2[C:3](=[O:2])[CH2:8][CH2:7][C:6]([CH3:10])([CH3:9])[C:5]=2[C:11]([C:12]([O:14][CH2:15][CH3:16])=[O:13])=[N:21]1. The catalyst class is: 86.